From a dataset of Reaction yield outcomes from USPTO patents with 853,638 reactions. Predict the reaction yield, written as a fraction of the theoretical maximum amount of product (1.0 means a 100% yield; for example, 0.34 means a 34% yield). (1) The reactants are C[O:2][C:3]1[CH:8]=[C:7]([CH2:9][CH2:10][CH2:11][CH2:12][CH3:13])[CH:6]=[C:5](OC)[C:4]=1[C@@H:16]1[CH2:21][CH2:20][CH2:19][CH2:18][C@H:17]1[C:22]([O:24]C)=[O:23].B(Br)(Br)Br. The catalyst is ClCCl. The product is [OH:2][C:3]1[CH:8]=[C:7]([CH2:9][CH2:10][CH2:11][CH2:12][CH3:13])[CH:6]=[C:5]2[C:4]=1[C@@H:16]1[CH2:21][CH2:20][CH2:19][CH2:18][C@H:17]1[C:22](=[O:24])[O:23]2. The yield is 0.450. (2) The reactants are [ClH:1].C(OCC)C.[CH2:7]([NH:10][C:11]1[N:16]=[C:15]([NH:17][CH2:18][CH2:19][CH3:20])[N:14]=[C:13]([NH:21][O:22][CH3:23])[N:12]=1)[CH2:8][CH3:9]. The catalyst is O1CCOCC1. The product is [ClH:1].[CH2:7]([NH:10][C:11]1[N:16]=[C:15]([NH:17][CH2:18][CH2:19][CH3:20])[N:14]=[C:13]([NH:21][O:22][CH3:23])[N:12]=1)[CH2:8][CH3:9]. The yield is 1.00. (3) The product is [CH3:8][C:6]1[CH:7]=[C:2]([NH:1][C:16](=[O:17])[O:18][C:19]2[CH:24]=[CH:23][CH:22]=[CH:21][CH:20]=2)[CH:3]=[N:4][CH:5]=1. The yield is 0.710. The reactants are [NH2:1][C:2]1[CH:3]=[N:4][CH:5]=[C:6]([CH3:8])[CH:7]=1.N1C=CC=CC=1.Cl[C:16]([O:18][C:19]1[CH:24]=[CH:23][CH:22]=[CH:21][CH:20]=1)=[O:17]. The catalyst is C1COCC1.O.C(OCC)(=O)C. (4) The reactants are [F:1][C:2]1[CH:3]=[C:4]2[C:9](=[C:10]([C:12]([OH:14])=O)[CH:11]=1)[NH:8][CH:7]([C:15]1[CH:20]=[CH:19][CH:18]=[C:17]([N:21]3[CH2:26][CH2:25][N:24]([C:27]4[CH:32]=[CH:31][C:30]([CH3:33])=[CH:29][CH:28]=4)[CH2:23][CH2:22]3)[CH:16]=1)[CH2:6][C:5]2([CH3:35])[CH3:34].[CH3:36][S:37]([NH2:40])(=[O:39])=[O:38]. The catalyst is CN(C)C1C=CN=CC=1.ClCCl. The product is [F:1][C:2]1[CH:3]=[C:4]2[C:9](=[C:10]([C:12]([NH:40][S:37]([CH3:36])(=[O:39])=[O:38])=[O:14])[CH:11]=1)[NH:8][CH:7]([C:15]1[CH:20]=[CH:19][CH:18]=[C:17]([N:21]3[CH2:26][CH2:25][N:24]([C:27]4[CH:28]=[CH:29][C:30]([CH3:33])=[CH:31][CH:32]=4)[CH2:23][CH2:22]3)[CH:16]=1)[CH2:6][C:5]2([CH3:35])[CH3:34]. The yield is 0.200. (5) The reactants are [NH2-].[Na+].[CH3:3][C:4]1[CH:9]=[CH:8][N:7]=[CH:6][CH:5]=1.[CH2:10](Cl)[CH2:11][CH2:12][CH2:13][CH2:14][CH2:15][CH2:16][CH2:17][CH2:18][CH2:19][CH2:20][CH2:21][CH2:22][CH2:23][CH2:24][CH2:25][CH2:26][CH3:27]. The catalyst is C(Cl)(Cl)Cl. The product is [CH2:3]([C:4]1[CH:9]=[CH:8][N:7]=[CH:6][CH:5]=1)[CH2:27][CH2:26][CH2:25][CH2:24][CH2:23][CH2:22][CH2:21][CH2:20][CH2:19][CH2:18][CH2:17][CH2:16][CH2:15][CH2:14][CH2:13][CH2:12][CH2:11][CH3:10]. The yield is 0.430. (6) The reactants are [Li]CCCC.Br[C:7]1[CH:12]=[CH:11][C:10]([Br:13])=[CH:9][CH:8]=1.Br[C:15]1[CH:20]=[CH:19][CH:18]=[CH:17][N:16]=1. The catalyst is C1COCC1.[Cl-].[Cl-].[Zn+2].C1C=CC([P]([Pd]([P](C2C=CC=CC=2)(C2C=CC=CC=2)C2C=CC=CC=2)([P](C2C=CC=CC=2)(C2C=CC=CC=2)C2C=CC=CC=2)[P](C2C=CC=CC=2)(C2C=CC=CC=2)C2C=CC=CC=2)(C2C=CC=CC=2)C2C=CC=CC=2)=CC=1. The product is [Br:13][C:10]1[CH:11]=[CH:12][C:7]([C:15]2[CH:20]=[CH:19][CH:18]=[CH:17][N:16]=2)=[CH:8][CH:9]=1. The yield is 0.710. (7) The reactants are [NH2:1][C:2]1[N:7]=[CH:6][C:5]([C:8]2[CH:13]=[CH:12][C:11]([C:14]([N:16]3[CH2:20][CH2:19][CH2:18][C@@H:17]3[CH2:21][N:22]3[CH2:26][CH2:25][CH2:24][CH2:23]3)=[O:15])=[CH:10][CH:9]=2)=[CH:4][C:3]=1[O:27]CC1C=CC=CC=1. The catalyst is CO.[Pd]. The product is [NH2:1][C:2]1[N:7]=[CH:6][C:5]([C:8]2[CH:9]=[CH:10][C:11]([C:14]([N:16]3[CH2:20][CH2:19][CH2:18][C@@H:17]3[CH2:21][N:22]3[CH2:26][CH2:25][CH2:24][CH2:23]3)=[O:15])=[CH:12][CH:13]=2)=[CH:4][C:3]=1[OH:27]. The yield is 0.950. (8) The product is [N:7]1[CH:8]=[CH:9][C:4]([C:1]2[CH:2]=[CH:18][C:17](=[O:21])[NH:23][N:24]=2)=[CH:5][CH:6]=1. The catalyst is O.C(O)(=O)C. The reactants are [C:1]([C:4]1[CH:9]=[CH:8][N:7]=[CH:6][CH:5]=1)(=O)[CH3:2].C(=O)([O-])[O-].[K+].[K+].O.[C:17]([OH:21])(=O)[CH:18]=O.O.[NH2:23][NH2:24]. The yield is 0.640. (9) The reactants are [Si:1]([O:8][C@@H:9]1[C@H:13]([CH2:14][O:15][Si:16]([C:19]([CH3:22])([CH3:21])[CH3:20])([CH3:18])[CH3:17])[CH2:12][C@@H:11]([NH:23][C:24]2[C:29]([F:30])=[C:28](Cl)[N:27]=[CH:26][N:25]=2)[CH2:10]1)([C:4]([CH3:7])([CH3:6])[CH3:5])([CH3:3])[CH3:2].[CH3:32][C:33]1([CH3:43])[C:41]2[C:36](=[CH:37][CH:38]=[CH:39][CH:40]=2)[C@@H:35]([NH2:42])[CH2:34]1.C(=O)([O-])[O-].[Na+].[Na+]. The catalyst is C(Cl)Cl. The product is [Si:1]([O:8][C@@H:9]1[C@H:13]([CH2:14][O:15][Si:16]([C:19]([CH3:22])([CH3:21])[CH3:20])([CH3:18])[CH3:17])[CH2:12][C@@H:11]([NH:23][C:24]2[C:29]([F:30])=[C:28]([NH:42][C@@H:35]3[C:36]4[C:41](=[CH:40][CH:39]=[CH:38][CH:37]=4)[C:33]([CH3:43])([CH3:32])[CH2:34]3)[N:27]=[CH:26][N:25]=2)[CH2:10]1)([C:4]([CH3:7])([CH3:6])[CH3:5])([CH3:3])[CH3:2]. The yield is 0.700. (10) The reactants are [CH3:1][S:2]([C:5]1[CH:13]=[CH:12][CH:11]=[CH:10][C:6]=1[C:7](Cl)=[O:8])(=[O:4])=[O:3].[CH2:14]([NH:21][C:22]([C:24]1[S:28][C:27]([NH2:29])=[N:26][C:25]=1[CH3:30])=[O:23])[C:15]1[CH:20]=[CH:19][CH:18]=[CH:17][CH:16]=1. No catalyst specified. The product is [CH2:14]([NH:21][C:22]([C:24]1[S:28][C:27]([NH:29][C:7](=[O:8])[C:6]2[CH:10]=[CH:11][CH:12]=[CH:13][C:5]=2[S:2]([CH3:1])(=[O:4])=[O:3])=[N:26][C:25]=1[CH3:30])=[O:23])[C:15]1[CH:20]=[CH:19][CH:18]=[CH:17][CH:16]=1. The yield is 0.0900.